Dataset: NCI-60 drug combinations with 297,098 pairs across 59 cell lines. Task: Regression. Given two drug SMILES strings and cell line genomic features, predict the synergy score measuring deviation from expected non-interaction effect. (1) Drug 1: CS(=O)(=O)CCNCC1=CC=C(O1)C2=CC3=C(C=C2)N=CN=C3NC4=CC(=C(C=C4)OCC5=CC(=CC=C5)F)Cl. Drug 2: CC(C)CN1C=NC2=C1C3=CC=CC=C3N=C2N. Cell line: SR. Synergy scores: CSS=-1.06, Synergy_ZIP=0.568, Synergy_Bliss=0.574, Synergy_Loewe=-1.15, Synergy_HSA=-0.925. (2) Drug 1: COC1=C(C=C2C(=C1)N=CN=C2NC3=CC(=C(C=C3)F)Cl)OCCCN4CCOCC4. Drug 2: C1=NC(=NC(=O)N1C2C(C(C(O2)CO)O)O)N. Cell line: CAKI-1. Synergy scores: CSS=57.9, Synergy_ZIP=-7.26, Synergy_Bliss=-4.64, Synergy_Loewe=-2.61, Synergy_HSA=1.14. (3) Drug 1: C1=C(C(=O)NC(=O)N1)N(CCCl)CCCl. Drug 2: C1=NNC2=C1C(=O)NC=N2. Cell line: SK-MEL-5. Synergy scores: CSS=12.6, Synergy_ZIP=-7.69, Synergy_Bliss=0.968, Synergy_Loewe=-23.2, Synergy_HSA=-2.64.